From a dataset of Reaction yield outcomes from USPTO patents with 853,638 reactions. Predict the reaction yield, written as a fraction of the theoretical maximum amount of product (1.0 means a 100% yield; for example, 0.34 means a 34% yield). (1) The reactants are [N:1]([C@@H:4]1[CH2:8][CH2:7][C@H:6]([C:9]([OH:11])=[O:10])[CH2:5]1)=[N+:2]=[N-:3].[Br:12][C:13]1[CH:18]=[CH:17][C:16]([C:19]#[CH:20])=[CH:15][CH:14]=1.[Cl-].[Na+]. The catalyst is C[C]1[C](C)[C](C)[C](C)[C]1C.C1C=CC(P(C2C=CC=CC=2)C2C=CC=CC=2)=CC=1.C1C=CC(P(C2C=CC=CC=2)C2C=CC=CC=2)=CC=1.Cl[Ru].C(OC(=O)C)C. The product is [Br:12][C:13]1[CH:18]=[CH:17][C:16]([C:19]2[N:1]([C@@H:4]3[CH2:8][CH2:7][C@H:6]([C:9]([OH:11])=[O:10])[CH2:5]3)[N:2]=[N:3][CH:20]=2)=[CH:15][CH:14]=1. The yield is 0.500. (2) The reactants are O[C:2]1[C:11]([NH:12][C:13](=[O:26])[C:14]2[CH:19]=[CH:18][C:17]([C:20]3[CH:25]=[CH:24][N:23]=[CH:22][CH:21]=3)=[CH:16][CH:15]=2)=[CH:10][CH:9]=[CH:8][C:3]=1[C:4]([O:6][CH3:7])=[O:5].C(=O)(O)[O-].[Na+]. The catalyst is C(O)(=O)CC. The product is [N:23]1[CH:24]=[CH:25][C:20]([C:17]2[CH:16]=[CH:15][C:14]([C:13]3[O:26][C:2]4[C:3]([C:4]([O:6][CH3:7])=[O:5])=[CH:8][CH:9]=[CH:10][C:11]=4[N:12]=3)=[CH:19][CH:18]=2)=[CH:21][CH:22]=1. The yield is 0.160.